Dataset: Reaction yield outcomes from USPTO patents with 853,638 reactions. Task: Predict the reaction yield, written as a fraction of the theoretical maximum amount of product (1.0 means a 100% yield; for example, 0.34 means a 34% yield). (1) The yield is 0.900. The product is [F:12][C:9]1[CH:10]=[CH:11][C:6]([CH:2]([NH:17][C:16]2[CH:18]=[CH:19][CH:20]=[C:14]([F:13])[CH:15]=2)[C:3]([OH:5])=[O:4])=[CH:7][CH:8]=1. The catalyst is C(#N)C.CCOC(C)=O. The reactants are Br[CH:2]([C:6]1[CH:11]=[CH:10][C:9]([F:12])=[CH:8][CH:7]=1)[C:3]([OH:5])=[O:4].[F:13][C:14]1[CH:15]=[C:16]([CH:18]=[CH:19][CH:20]=1)[NH2:17]. (2) The catalyst is O1CCOCC1. The reactants are [NH2:1][C@@H:2]1[CH2:7][CH2:6][C@H:5]([C:8]([OH:10])=[O:9])[CH2:4][CH2:3]1.[OH-].[Na+].[C:13](O[C:13]([O:15][C:16]([CH3:19])([CH3:18])[CH3:17])=[O:14])([O:15][C:16]([CH3:19])([CH3:18])[CH3:17])=[O:14].S([O-])(O)(=O)=O.[K+]. The yield is 0.900. The product is [CH3:17][C:16]([O:15][C:13]([NH:1][C@@H:2]1[CH2:7][CH2:6][C@H:5]([C:8]([OH:10])=[O:9])[CH2:4][CH2:3]1)=[O:14])([CH3:19])[CH3:18]. (3) The reactants are C([O:8][C:9]1[CH:14]=[C:13]([O:15]CC2C=CC=CC=2)[C:12]([C:23]([CH3:25])=[CH2:24])=[CH:11][C:10]=1[C:26]([N:28]1[CH2:36][C:35]2[C:30](=[CH:31][CH:32]=[C:33]([C:37]3([OH:44])[CH2:42][CH2:41][N:40]([CH3:43])[CH2:39][CH2:38]3)[CH:34]=2)[CH2:29]1)=[O:27])C1C=CC=CC=1. The catalyst is CO.[Pd]. The product is [OH:8][C:9]1[CH:14]=[C:13]([OH:15])[C:12]([CH:23]([CH3:25])[CH3:24])=[CH:11][C:10]=1[C:26]([N:28]1[CH2:36][C:35]2[C:30](=[CH:31][CH:32]=[C:33]([C:37]3([OH:44])[CH2:42][CH2:41][N:40]([CH3:43])[CH2:39][CH2:38]3)[CH:34]=2)[CH2:29]1)=[O:27]. The yield is 1.00. (4) The yield is 0.560. The product is [BrH:13].[CH3:9][O:10][CH2:11][CH2:12][N:3]1[C:2]([CH3:1])=[C:6]([CH3:7])[S:5][C:4]1=[NH:8]. The reactants are [CH3:1][C:2]1[N:3]=[C:4]([NH2:8])[S:5][C:6]=1[CH3:7].[CH3:9][O:10][CH2:11][CH2:12][Br:13]. No catalyst specified. (5) The reactants are [NH2:1][C:2]1[CH:6]=[CH:5][O:4][N:3]=1.[CH:7]1([C:10]2[CH:11]=[C:12]([C:31]3[CH:36]=[C:35]([F:37])[CH:34]=[C:33]([F:38])[CH:32]=3)[CH:13]=[CH:14][C:15]=2[N:16]2[C:25]3[C:20](=[CH:21][C:22]([S:26](Cl)(=[O:28])=[O:27])=[CH:23][CH:24]=3)[CH:19]=[CH:18][C:17]2=[O:30])[CH2:9][CH2:8]1.[Li+].C[Si]([N-][Si](C)(C)C)(C)C.C(O)(C(F)(F)F)=O. The catalyst is C1COCC1. The product is [CH:7]1([C:10]2[CH:11]=[C:12]([C:31]3[CH:32]=[C:33]([F:38])[CH:34]=[C:35]([F:37])[CH:36]=3)[CH:13]=[CH:14][C:15]=2[N:16]2[C:25]3[C:20](=[CH:21][C:22]([S:26]([NH:1][C:2]4[CH:6]=[CH:5][O:4][N:3]=4)(=[O:28])=[O:27])=[CH:23][CH:24]=3)[CH:19]=[CH:18][C:17]2=[O:30])[CH2:9][CH2:8]1. The yield is 0.363. (6) The reactants are [Na].[CH3:2][C:3]([CH3:8])([CH3:7])[C:4](=O)[CH3:5].[CH2:9]([O:11][C:12](=[O:18])[C:13](OCC)=O)[CH3:10].C(O)(=O)C.O.[NH2:24][NH2:25]. No catalyst specified. The product is [C:3]([C:4]1[CH:5]=[C:13]([C:12]([O:11][CH2:9][CH3:10])=[O:18])[NH:25][N:24]=1)([CH3:8])([CH3:7])[CH3:2]. The yield is 0.500. (7) The reactants are Cl[C:2]1[CH:7]=[CH:6][C:5]([C:8]2[O:9][C:10]([C:13]3[C:14]([C:19]4[CH:24]=[CH:23][CH:22]=[CH:21][CH:20]=4)=[N:15][O:16][C:17]=3[CH3:18])=[N:11][N:12]=2)=[CH:4][N:3]=1.[NH:25]1[CH2:30][CH2:29][S:28][CH2:27][CH2:26]1. No catalyst specified. The product is [CH3:18][C:17]1[O:16][N:15]=[C:14]([C:19]2[CH:24]=[CH:23][CH:22]=[CH:21][CH:20]=2)[C:13]=1[C:10]1[O:9][C:8]([C:5]2[CH:6]=[CH:7][C:2]([N:25]3[CH2:30][CH2:29][S:28][CH2:27][CH2:26]3)=[N:3][CH:4]=2)=[N:12][N:11]=1. The yield is 0.590. (8) The reactants are [Cl:1][C:2]1[N:3]=[N:4][C:5]([NH2:8])=[CH:6][CH:7]=1.CO[C:11](OC)([N:13]([CH3:15])[CH3:14])[CH3:12]. The catalyst is C1(C)C=CC=CC=1. The product is [Cl:1][C:2]1[N:3]=[N:4][C:5](/[N:8]=[C:11](/[N:13]([CH3:15])[CH3:14])\[CH3:12])=[CH:6][CH:7]=1. The yield is 0.910. (9) The reactants are NC1C=C2C(=CC=1)N=CC=C2.[OH:12][N:13]=[CH:14][C:15]([NH:17][C:18]1[CH:19]=[C:20]2[C:25](=[CH:26][CH:27]=1)[N:24]=[CH:23][CH:22]=[CH:21]2)=[O:16].S(=O)(=O)(O)[OH:29]. The yield is 0.610. No catalyst specified. The product is [OH:12][N:13]=[CH:14][C:15]([NH:17][C:18]1[CH:19]=[C:20]2[C:25](=[CH:26][CH:27]=1)[N:24]=[CH:23][CH:22]=[CH:21]2)=[O:16].[C:14]1(=[O:29])[C:19]2=[C:20]3[C:25](=[CH:26][CH:27]=[C:18]2[NH:17][C:15]1=[O:16])[N:24]=[CH:23][CH:22]=[CH:21]3. (10) The reactants are Br[C:2]1[C:3]([CH3:12])=[C:4]([CH:9]=[CH:10][CH:11]=1)[C:5]([O:7][CH3:8])=[O:6].[CH2:13]([N:15]1[C:19](B2OC(C)(C)C(C)(C)O2)=[C:18]([CH3:29])[CH:17]=[N:16]1)[CH3:14].P([O-])([O-])([O-])=O.[K+].[K+].[K+].C1(P(C2CCCCC2)C2C=CC=CC=2C2C(OC)=CC=CC=2OC)CCCCC1. The catalyst is C1(C)C=CC=CC=1.O.C(OCC)(=O)C.C([O-])(=O)C.[Pd+2].C([O-])(=O)C. The product is [CH2:13]([N:15]1[C:19]([C:2]2[C:3]([CH3:12])=[C:4]([CH:9]=[CH:10][CH:11]=2)[C:5]([O:7][CH3:8])=[O:6])=[C:18]([CH3:29])[CH:17]=[N:16]1)[CH3:14]. The yield is 0.590.